Task: Regression. Given two drug SMILES strings and cell line genomic features, predict the synergy score measuring deviation from expected non-interaction effect.. Dataset: Merck oncology drug combination screen with 23,052 pairs across 39 cell lines (1) Drug 1: C#Cc1cccc(Nc2ncnc3cc(OCCOC)c(OCCOC)cc23)c1. Drug 2: Cn1cc(-c2cnn3c(N)c(Br)c(C4CCCNC4)nc23)cn1. Cell line: A2058. Synergy scores: synergy=24.1. (2) Drug 1: COc1cc(C2c3cc4c(cc3C(OC3OC5COC(C)OC5C(O)C3O)C3COC(=O)C23)OCO4)cc(OC)c1O. Drug 2: Cn1c(=O)n(-c2ccc(C(C)(C)C#N)cc2)c2c3cc(-c4cnc5ccccc5c4)ccc3ncc21. Cell line: OVCAR3. Synergy scores: synergy=-4.33.